From a dataset of Reaction yield outcomes from USPTO patents with 853,638 reactions. Predict the reaction yield, written as a fraction of the theoretical maximum amount of product (1.0 means a 100% yield; for example, 0.34 means a 34% yield). (1) The reactants are [CH:1]([NH:3][CH2:4][CH2:5][C:6]1[CH:11]=[CH:10][CH:9]=[CH:8][C:7]=1Br)=[O:2].C([O-])([O-])=O.[K+].[K+].CN[C@@H]1CCCC[C@H]1NC. The catalyst is [Cu]I.C1(C)C=CC=CC=1. The product is [CH:1]([N:3]1[C:11]2[C:6](=[CH:7][CH:8]=[CH:9][CH:10]=2)[CH2:5][CH2:4]1)=[O:2]. The yield is 0.990. (2) The reactants are [Cl:1][C:2]1[CH:7]=[CH:6][C:5]([N+:8]([O-:10])=[O:9])=[C:4](F)[CH:3]=1.[CH3:12][CH:13]1[CH2:18][CH2:17][NH:16][CH2:15][CH2:14]1. The catalyst is CCO. The product is [Cl:1][C:2]1[CH:7]=[CH:6][C:5]([N+:8]([O-:10])=[O:9])=[C:4]([N:16]2[CH2:17][CH2:18][CH:13]([CH3:12])[CH2:14][CH2:15]2)[CH:3]=1. The yield is 0.990. (3) The reactants are [C:1]([C:3]1[CH:4]=[C:5]([CH:7]=[CH:8][C:9]=1[F:10])[NH2:6])#[CH:2].[H][H]. The catalyst is C(OCC)(=O)C.[Pd]. The product is [CH2:1]([C:3]1[CH:4]=[C:5]([CH:7]=[CH:8][C:9]=1[F:10])[NH2:6])[CH3:2]. The yield is 0.690.